This data is from Forward reaction prediction with 1.9M reactions from USPTO patents (1976-2016). The task is: Predict the product of the given reaction. (1) Given the reactants O[C:2]1[C:3]2[N:11]=[CH:10][CH:9]=[C:8]([C:12]([NH2:14])=[O:13])[C:4]=2[N:5]=[CH:6][N:7]=1.Cl.Cl.[N:17]1([CH2:21][C@@H:22]([NH2:30])[C:23]2[CH:28]=[CH:27][C:26]([Cl:29])=[CH:25][CH:24]=2)[CH2:20][CH2:19][CH2:18]1, predict the reaction product. The product is: [N:17]1([CH2:21][C@@H:22]([NH:30][C:2]2[C:3]3[N:11]=[CH:10][CH:9]=[C:8]([C:12]([NH2:14])=[O:13])[C:4]=3[N:5]=[CH:6][N:7]=2)[C:23]2[CH:28]=[CH:27][C:26]([Cl:29])=[CH:25][CH:24]=2)[CH2:20][CH2:19][CH2:18]1. (2) Given the reactants [CH2:1]([O:3][C:4]1[C:9]([O:10][CH3:11])=[CH:8][C:7]([B:12]([OH:14])[OH:13])=[CH:6][C:5]=1[O:15][CH3:16])[CH3:2].[CH2:17]([O:19][C:20]1[C:25]([O:26][CH3:27])=[CH:24][C:23]([I:28])=[CH:22][C:21]=1[O:29][CH3:30])[CH3:18], predict the reaction product. The product is: [CH3:17][O:19][CH2:2][CH2:1][O:3][C:4]1[C:9]([O:10][CH3:11])=[CH:8][C:7]([B:12]([OH:13])[OH:14])=[CH:6][C:5]=1[O:15][CH3:16].[I:28][C:23]1[CH:22]=[C:21]([O:29][CH3:30])[C:20]([O:19][CH2:17][CH2:18][O:3][CH3:1])=[C:25]([O:26][CH3:27])[CH:24]=1. (3) Given the reactants [Si]([O:8][CH2:9][CH2:10][C:11]1[CH:12]=[C:13]([C:17](=[O:19])[CH3:18])[CH:14]=[CH:15][CH:16]=1)(C(C)(C)C)(C)C.[Br:20]Br.C([O-])(O)=O.[Na+], predict the reaction product. The product is: [Br:20][CH2:18][C:17]([C:13]1[CH:14]=[CH:15][CH:16]=[C:11]([CH2:10][CH2:9][OH:8])[CH:12]=1)=[O:19]. (4) Given the reactants Br[C:2]1[CH:7]=[CH:6][C:5]([NH:8][C:9](=[O:22])[NH:10][C:11]2[CH:21]=[CH:20][C:14]([C:15]([N:17]([CH3:19])[CH3:18])=[O:16])=[CH:13][CH:12]=2)=[CH:4][CH:3]=1.[B:23]1([B:23]2[O:27][C:26]([CH3:29])([CH3:28])[C:25]([CH3:31])([CH3:30])[O:24]2)[O:27][C:26]([CH3:29])([CH3:28])[C:25]([CH3:31])([CH3:30])[O:24]1.CC([O-])=O.[K+].C(Cl)Cl, predict the reaction product. The product is: [CH3:18][N:17]([CH3:19])[C:15](=[O:16])[C:14]1[CH:20]=[CH:21][C:11]([NH:10][C:9]([NH:8][C:5]2[CH:6]=[CH:7][C:2]([B:23]3[O:27][C:26]([CH3:29])([CH3:28])[C:25]([CH3:31])([CH3:30])[O:24]3)=[CH:3][CH:4]=2)=[O:22])=[CH:12][CH:13]=1. (5) Given the reactants [CH2:1]([NH:3][C:4]([C:6]1[C:14]2[C:9](=[N:10][CH:11]=[C:12](Br)[N:13]=2)[N:8](COCC[Si](C)(C)C)[CH:7]=1)=[O:5])[CH3:2].C(NC(C1C2C(=NC=C(Br)N=2)N(COCC[Si](C)(C)C)C=1)=O)(C)C.[CH3:48][O:49][C:50]1[CH:51]=[C:52]([OH:56])[CH:53]=[CH:54][CH:55]=1.C(C1C=C(O)C=CC=1)#N, predict the reaction product. The product is: [CH2:1]([NH:3][C:4]([C:6]1[C:14]2[C:9](=[N:10][CH:11]=[C:12]([O:56][C:52]3[CH:53]=[CH:54][CH:55]=[C:50]([O:49][CH3:48])[CH:51]=3)[N:13]=2)[NH:8][CH:7]=1)=[O:5])[CH3:2].